From a dataset of Reaction yield outcomes from USPTO patents with 853,638 reactions. Predict the reaction yield, written as a fraction of the theoretical maximum amount of product (1.0 means a 100% yield; for example, 0.34 means a 34% yield). (1) The reactants are Br[CH2:2][C:3]1[C:8]([CH2:9][CH3:10])=[CH:7][N:6]=[CH:5][C:4]=1[Cl:11].[SH:12][C:13]1[N:18]=[C:17]([OH:19])[CH:16]=[C:15]([C:20]([F:23])([F:22])[F:21])[N:14]=1.C(N(CC)CC)C.CCOCC. The catalyst is C(O)C. The product is [Cl:11][C:4]1[CH:5]=[N:6][CH:7]=[C:8]([CH2:9][CH3:10])[C:3]=1[CH2:2][S:12][C:13]1[N:18]=[C:17]([OH:19])[CH:16]=[C:15]([C:20]([F:23])([F:21])[F:22])[N:14]=1. The yield is 0.400. (2) The reactants are [Cl:1][C:2]1[C:12]([Cl:13])=[CH:11][C:5]2[N:6]([CH3:10])[C:7]([CH3:9])=[N:8][C:4]=2[CH:3]=1.[F:14][C:15]([F:31])([F:30])[S:16]([O:19][CH2:20][CH2:21][CH2:22][CH2:23][CH2:24][C:25]([O:27][CH2:28][CH3:29])=[O:26])(=[O:18])=[O:17]. The catalyst is ClCCl. The product is [F:14][C:15]([F:31])([F:30])[S:16]([O-:19])(=[O:18])=[O:17].[Cl:13][C:12]1[C:2]([Cl:1])=[CH:3][C:4]2[N+:8]([CH2:20][CH2:21][CH2:22][CH2:23][CH2:24][C:25]([O:27][CH2:28][CH3:29])=[O:26])=[C:7]([CH3:9])[N:6]([CH3:10])[C:5]=2[CH:11]=1. The yield is 0.870. (3) The reactants are [CH2:1]([N:3]1[C:12]2[C:7](=[CH:8][C:9]([OH:13])=[CH:10][CH:11]=2)[C:6](=[O:14])[N:5]([CH2:15][CH3:16])[C:4]1=[O:17])[CH3:2].[Cl:18][C:19]1[CH:20]=[C:21]([NH:27][C:28](=[O:35])[CH2:29][CH:30]([CH3:34])[CH2:31][CH2:32]O)[CH:22]=[CH:23][C:24]=1[C:25]#[N:26].C1CCN(C(N=NC(N2CCCCC2)=O)=O)CC1. The catalyst is C1COCC1.[Cl-].[Na+].O. The product is [Cl:18][C:19]1[CH:20]=[C:21]([NH:27][C:28](=[O:35])[CH2:29][CH:30]([CH3:34])[CH2:31][CH2:32][O:13][C:9]2[CH:8]=[C:7]3[C:12](=[CH:11][CH:10]=2)[N:3]([CH2:1][CH3:2])[C:4](=[O:17])[N:5]([CH2:15][CH3:16])[C:6]3=[O:14])[CH:22]=[CH:23][C:24]=1[C:25]#[N:26]. The yield is 0.0743. (4) The reactants are [CH2:1]([CH:3]([CH2:16][CH3:17])[CH2:4][O:5][C:6]1[CH:7]=[C:8]([CH2:14][OH:15])[CH:9]=[C:10]([CH2:12][OH:13])[CH:11]=1)[CH3:2].C1C=C[NH+]=CC=1.[O-][Cr](Cl)(=O)=O. The catalyst is C(Cl)Cl. The product is [CH2:16]([CH:3]([CH2:1][CH3:2])[CH2:4][O:5][C:6]1[CH:11]=[C:10]([CH:12]=[O:13])[CH:9]=[C:8]([CH:7]=1)[CH:14]=[O:15])[CH3:17]. The yield is 0.250. (5) The reactants are [Br:1][C:2]1[CH:3]=[C:4]([C:11]([O:13][CH3:14])=[O:12])[C:5]2[CH:6]=[CH:7][NH:8][C:9]=2[CH:10]=1.[CH:15]1(B(O)O)[CH2:17][CH2:16]1.C(=O)([O-])[O-].[Na+].[Na+].N1C=CC=CC=1C1C=CC=CN=1.[NH4+].[Cl-]. The catalyst is ClCCCl.C([O-])(=O)C.[Cu+2].C([O-])(=O)C.C(OCC)(=O)C.O. The product is [Br:1][C:2]1[CH:3]=[C:4]([C:11]([O:13][CH3:14])=[O:12])[C:5]2[CH:6]=[CH:7][N:8]([CH:15]3[CH2:17][CH2:16]3)[C:9]=2[CH:10]=1. The yield is 0.716. (6) The reactants are [CH3:1][O:2][C:3](=[O:28])[C@H:4]([CH2:26][OH:27])[NH:5][C:6](=O)[C:7]1[CH:12]=[CH:11][C:10]([NH:13][C:14]([O:16][CH2:17][C:18]2[CH:23]=[CH:22][CH:21]=[CH:20][CH:19]=2)=[O:15])=[C:9]([CH3:24])[CH:8]=1.CC[N+](S(N=C(OC)[O-])(=O)=O)(CC)CC. The catalyst is C1COCC1. The product is [CH2:17]([O:16][C:14]([NH:13][C:10]1[CH:11]=[CH:12][C:7]([C:6]2[O:27][CH2:26][CH:4]([C:3]([O:2][CH3:1])=[O:28])[N:5]=2)=[CH:8][C:9]=1[CH3:24])=[O:15])[C:18]1[CH:19]=[CH:20][CH:21]=[CH:22][CH:23]=1. The yield is 0.830. (7) The reactants are [Cl:1][C:2]1[CH:7]=[C:6]([O:8][C:9]2[C:18]3[C:13](=[CH:14][C:15]([OH:21])=[C:16]([O:19][CH3:20])[CH:17]=3)[N:12]=[CH:11][N:10]=2)[CH:5]=[CH:4][C:3]=1[NH:22][C:23](=[O:27])[N:24]([CH3:26])[CH3:25].C(=O)([O-])[O-].[K+].[K+].Cl.Cl[CH2:36][C:37]1[CH:42]=[CH:41][N:40]=[CH:39][CH:38]=1.O. The catalyst is CN(C)C=O. The product is [Cl:1][C:2]1[CH:7]=[C:6]([O:8][C:9]2[C:18]3[C:13](=[CH:14][C:15]([O:21][CH2:36][C:37]4[CH:42]=[CH:41][N:40]=[CH:39][CH:38]=4)=[C:16]([O:19][CH3:20])[CH:17]=3)[N:12]=[CH:11][N:10]=2)[CH:5]=[CH:4][C:3]=1[NH:22][C:23](=[O:27])[N:24]([CH3:26])[CH3:25]. The yield is 0.600. (8) No catalyst specified. The reactants are [CH3:1][O:2][C:3]1[CH:8]=[CH:7][C:6]([S:9]([C:12]([CH2:19][C:20]#[CH:21])([CH2:16][C:17]#[CH:18])[C:13](O)=[O:14])(=[O:11])=[O:10])=[CH:5][CH:4]=1.Cl.[NH2:23][OH:24]. The yield is 0.850. The product is [OH:24][NH:23][C:13](=[O:14])[C:12]([S:9]([C:6]1[CH:7]=[CH:8][C:3]([O:2][CH3:1])=[CH:4][CH:5]=1)(=[O:11])=[O:10])([CH2:19][C:20]#[CH:21])[CH2:16][C:17]#[CH:18]. (9) The reactants are [CH3:1][N:2]1[C:7](=[O:8])[C:6]([NH:9][C:10]2[CH:22]=[C:13]3[CH2:14][N:15]([CH:18]4[CH2:21][O:20][CH2:19]4)[CH2:16][CH2:17][N:12]3[N:11]=2)=[CH:5][C:4](B(O)O)=[CH:3]1.[C:26]([O:29][CH2:30][C:31]1[C:36]([N:37]2[CH2:49][CH2:48][N:40]3[C:41]4[CH2:42][CH2:43][CH2:44][CH2:45][C:46]=4[CH:47]=[C:39]3[C:38]2=[O:50])=[CH:35][C:34]([F:51])=[CH:33][C:32]=1Br)(=[O:28])[CH3:27].C([O-])([O-])=O.[Na+].[Na+].O. The catalyst is COCCOC.C1C=CC(P(C2C=CC=CC=2)[C-]2C=CC=C2)=CC=1.C1C=CC(P(C2C=CC=CC=2)[C-]2C=CC=C2)=CC=1.Cl[Pd]Cl.[Fe+2]. The product is [C:26]([O:29][CH2:30][C:31]1[C:36]([N:37]2[CH2:49][CH2:48][N:40]3[C:41]4[CH2:42][CH2:43][CH2:44][CH2:45][C:46]=4[CH:47]=[C:39]3[C:38]2=[O:50])=[CH:35][C:34]([F:51])=[CH:33][C:32]=1[C:4]1[CH:5]=[C:6]([NH:9][C:10]2[CH:22]=[C:13]3[CH2:14][N:15]([CH:18]4[CH2:21][O:20][CH2:19]4)[CH2:16][CH2:17][N:12]3[N:11]=2)[C:7](=[O:8])[N:2]([CH3:1])[CH:3]=1)(=[O:28])[CH3:27]. The yield is 0.330. (10) The catalyst is ClCCl. The yield is 0.600. The product is [C:1]([O:5][C:11]([NH:10][S:7]([NH:13][C:14]1[CH:19]=[CH:18][C:17](/[CH:20]=[CH:21]/[S:22]([N:25]2[CH2:26][CH2:27][C:28]3([N:32]=[C:31]([C:33]4[CH:38]=[CH:37][CH:36]=[C:35]([O:39][C:40]([F:41])([F:43])[F:42])[CH:34]=4)[NH:30][C:29]3=[O:44])[CH2:45][CH2:46]2)(=[O:23])=[O:24])=[C:16]([CH3:47])[CH:15]=1)(=[O:9])=[O:8])=[O:12])([CH3:4])([CH3:3])[CH3:2]. The reactants are [C:1]([OH:5])([CH3:4])([CH3:3])[CH3:2].Cl[S:7]([N:10]=[C:11]=[O:12])(=[O:9])=[O:8].[NH2:13][C:14]1[CH:19]=[CH:18][C:17](/[CH:20]=[CH:21]/[S:22]([N:25]2[CH2:46][CH2:45][C:28]3([N:32]=[C:31]([C:33]4[CH:38]=[CH:37][CH:36]=[C:35]([O:39][C:40]([F:43])([F:42])[F:41])[CH:34]=4)[NH:30][C:29]3=[O:44])[CH2:27][CH2:26]2)(=[O:24])=[O:23])=[C:16]([CH3:47])[CH:15]=1.C(N(CC)CC)C.